This data is from Catalyst prediction with 721,799 reactions and 888 catalyst types from USPTO. The task is: Predict which catalyst facilitates the given reaction. (1) Reactant: [CH3:1][O:2][C:3]1[CH:4]=[C:5]2[C:10](=[CH:11][C:12]=1[O:13][CH3:14])[N:9]=[CH:8][CH:7]=[C:6]2[O:15][C:16]1[CH:22]=[CH:21][C:19]([NH2:20])=[CH:18][CH:17]=1.C1(C)C=CC=CC=1.C(N(CC)CC)C.Cl[C:38](Cl)([O:40]C(=O)OC(Cl)(Cl)Cl)Cl.[F:49][C:50]1[CH:58]=[CH:57][CH:56]=[CH:55][C:51]=1[CH:52]([OH:54])[CH3:53]. Product: [CH3:1][O:2][C:3]1[CH:4]=[C:5]2[C:10](=[CH:11][C:12]=1[O:13][CH3:14])[N:9]=[CH:8][CH:7]=[C:6]2[O:15][C:16]1[CH:22]=[CH:21][C:19]([NH:20][C:38](=[O:40])[O:54][CH:52]([C:51]2[CH:55]=[CH:56][CH:57]=[CH:58][C:50]=2[F:49])[CH3:53])=[CH:18][CH:17]=1. The catalyst class is: 2. (2) Reactant: C(=O)([O-])[O-].[K+].[K+].Br[CH2:8][CH2:9][C:10]([OH:12])=[O:11].[SH:13][C:14]1[CH:23]=[C:22]([Cl:24])[CH:21]=[CH:20][C:15]=1[C:16]([O:18][CH3:19])=[O:17]. Product: [OH:12][C:10]([CH2:9][CH2:8][S:13][C:14]1[CH:23]=[C:22]([Cl:24])[CH:21]=[CH:20][C:15]=1[C:16]([O:18][CH3:19])=[O:17])=[O:11]. The catalyst class is: 21. (3) Reactant: Cl[C:2]1[CH:7]=[C:6]([NH:8][C:9]2[CH:17]=[CH:16][CH:15]=[CH:14][C:10]=2[C:11]([OH:13])=[O:12])[C:5]([Cl:18])=[CH:4][N:3]=1.[CH3:19][N:20]1[C:24]([NH2:25])=[CH:23][C:22]([CH3:26])=[N:21]1.C1(P(C2C=CC=CC=2)C2C=CC3C(=CC=CC=3)C=2C2C3C(=CC=CC=3)C=CC=2P(C2C=CC=CC=2)C2C=CC=CC=2)C=CC=CC=1.CC(C)([O-])C.[Na+]. Product: [Cl:18][C:5]1[C:6]([NH:8][C:9]2[CH:17]=[CH:16][CH:15]=[CH:14][C:10]=2[C:11]([OH:13])=[O:12])=[CH:7][C:2]([NH:25][C:24]2[N:20]([CH3:19])[N:21]=[C:22]([CH3:26])[CH:23]=2)=[N:3][CH:4]=1. The catalyst class is: 62. (4) Reactant: [N+:1]([C:4]1[C:13]2[C:12](=[O:14])O[C:10]([CH3:15])=[N:9][C:8]=2[CH:7]=[CH:6][CH:5]=1)([O-:3])=[O:2].Cl.[NH2:17][CH:18]1[CH2:23][CH2:22][C:21](=[O:24])[NH:20][C:19]1=[O:25].CO. Product: [CH3:15][C:10]1[N:17]([CH:18]2[CH2:23][CH2:22][C:21](=[O:24])[NH:20][C:19]2=[O:25])[C:12](=[O:14])[C:13]2[C:8](=[CH:7][CH:6]=[CH:5][C:4]=2[N+:1]([O-:3])=[O:2])[N:9]=1. The catalyst class is: 17.